Dataset: Catalyst prediction with 721,799 reactions and 888 catalyst types from USPTO. Task: Predict which catalyst facilitates the given reaction. (1) Reactant: [Br:1][C:2]1[N:7]=[C:6]([C:8](=[O:11])[NH:9][CH3:10])[C:5]([NH:12][C:13]2[C:18]([C:19]([F:22])([F:21])[F:20])=[CH:17][N:16]=[C:15]([NH:23][C:24]3[CH:36]=[CH:35][C:27]([CH2:28][CH2:29][CH:30]([PH:32](=[O:34])[OH:33])[CH3:31])=[CH:26][C:25]=3[O:37][CH3:38])[N:14]=2)=[CH:4][CH:3]=1.[CH3:39][C:40]1([CH3:56])[C:44]([CH3:46])([CH3:45])[O:43][B:42]([C:47]2[CH:48]=[N:49][N:50]([CH2:52][CH2:53][CH2:54]O)[CH:51]=2)[O:41]1.CCN(C(C)C)C(C)C.F[P-](F)(F)(F)(F)F.N1(O[P+](N2CCCC2)(N2CCCC2)N2CCCC2)C2C=CC=CC=2N=N1. The catalyst class is: 26. Product: [Br:1][C:2]1[N:7]=[C:6]([C:8](=[O:11])[NH:9][CH3:10])[C:5]([NH:12][C:13]2[C:18]([C:19]([F:22])([F:20])[F:21])=[CH:17][N:16]=[C:15]([NH:23][C:24]3[CH:36]=[CH:35][C:27]([CH2:28][CH2:29][CH:30]([PH:32](=[O:33])[O:34][CH2:54][CH2:53][CH2:52][N:50]4[CH:51]=[C:47]([B:42]5[O:43][C:44]([CH3:46])([CH3:45])[C:40]([CH3:39])([CH3:56])[O:41]5)[CH:48]=[N:49]4)[CH3:31])=[CH:26][C:25]=3[O:37][CH3:38])[N:14]=2)=[CH:4][CH:3]=1. (2) Product: [C:6]([CH2:7][CH2:8][O:9][CH2:10][CH2:11][O:12][CH2:13][CH2:14][O:15][CH2:16][CH2:17][O:18][CH2:19][CH2:20][O:21][CH2:22][CH2:23][O:24][CH2:25][CH2:26][C:27]([OH:29])=[O:28])([OH:34])=[O:5]. Reactant: C([O:5][C:6](=[O:34])[CH2:7][CH2:8][O:9][CH2:10][CH2:11][O:12][CH2:13][CH2:14][O:15][CH2:16][CH2:17][O:18][CH2:19][CH2:20][O:21][CH2:22][CH2:23][O:24][CH2:25][CH2:26][C:27]([O:29]C(C)(C)C)=[O:28])(C)(C)C.FC(F)(F)C(O)=O. The catalyst class is: 520. (3) Reactant: C[O:2][C:3](=[O:43])[C:4]1[CH:9]=[CH:8][C:7]([NH:10][C:11]([C@@H:13]2[NH:17][C@@H:16]([CH2:18][C:19]([CH3:22])([CH3:21])[CH3:20])[C@:15]3([C:30]4[C:25](=[CH:26][C:27]([Cl:31])=[CH:28][CH:29]=4)[NH:24][C:23]3=[O:32])[C@H:14]2[C:33]2[CH:38]=[CH:37][CH:36]=[C:35]([Cl:39])[C:34]=2[F:40])=[O:12])=[C:6]([NH:41][CH3:42])[CH:5]=1.[OH-].[Na+].Cl. Product: [Cl:31][C:27]1[CH:26]=[C:25]2[NH:24][C:23](=[O:32])[C@:15]3([C@@H:14]([C:33]4[CH:38]=[CH:37][CH:36]=[C:35]([Cl:39])[C:34]=4[F:40])[C@H:13]([C:11]([NH:10][C:7]4[CH:8]=[CH:9][C:4]([C:3]([OH:43])=[O:2])=[CH:5][C:6]=4[NH:41][CH3:42])=[O:12])[NH:17][C@H:16]3[CH2:18][C:19]([CH3:21])([CH3:20])[CH3:22])[C:30]2=[CH:29][CH:28]=1. The catalyst class is: 200. (4) Reactant: [Cl:1][C:2]1[CH:7]=[C:6](F)[CH:5]=[CH:4][N:3]=1.[Br:9][C:10]1[CH:11]=[CH:12][C:13]([OH:23])=[C:14]([CH:22]=1)[C:15]([N:17]([CH2:20][CH3:21])[CH2:18][CH3:19])=[O:16].C(=O)([O-])[O-].[Cs+].[Cs+]. Product: [Br:9][C:10]1[CH:11]=[CH:12][C:13]([O:23][C:6]2[CH:5]=[CH:4][N:3]=[C:2]([Cl:1])[CH:7]=2)=[C:14]([CH:22]=1)[C:15]([N:17]([CH2:18][CH3:19])[CH2:20][CH3:21])=[O:16]. The catalyst class is: 10.